This data is from Catalyst prediction with 721,799 reactions and 888 catalyst types from USPTO. The task is: Predict which catalyst facilitates the given reaction. Reactant: C([O-])([O-])=O.[Cs+].[Cs+].[CH3:7][C:8]1[CH:13]=[C:12]([CH3:14])[N:11]=[C:10]([N:15]2[CH2:46][CH2:45][C:18]3([N:23]([CH2:24][C:25]4[CH:33]=[CH:32][CH:31]=[C:30]5[C:26]=4[CH:27]=[CH:28][N:29]5S(C4C=CC(C)=CC=4)(=O)=O)[C:22](=[O:44])[CH2:21][CH2:20][CH2:19]3)[CH2:17][CH2:16]2)[N:9]=1. Product: [NH:29]1[C:30]2[C:26](=[C:25]([CH2:24][N:23]3[C:18]4([CH2:17][CH2:16][N:15]([C:10]5[N:11]=[C:12]([CH3:14])[CH:13]=[C:8]([CH3:7])[N:9]=5)[CH2:46][CH2:45]4)[CH2:19][CH2:20][CH2:21][C:22]3=[O:44])[CH:33]=[CH:32][CH:31]=2)[CH:27]=[CH:28]1. The catalyst class is: 5.